Dataset: Forward reaction prediction with 1.9M reactions from USPTO patents (1976-2016). Task: Predict the product of the given reaction. Given the reactants [Cl:1][C:2]1[CH:7]=[CH:6][C:5]([S:8]([N:11]([C:15]2[C:16]([C:22](=[O:34])[C:23]3[CH:28]=[CH:27][CH:26]=[CH:25][C:24]=3[C:29]3[O:30][CH:31]=[CH:32][N:33]=3)=[N:17][CH:18]=[C:19]([Cl:21])[CH:20]=2)COC)(=[O:10])=[O:9])=[CH:4][C:3]=1[C:35]([F:38])([F:37])[F:36].O, predict the reaction product. The product is: [Cl:1][C:2]1[CH:7]=[CH:6][C:5]([S:8]([NH:11][C:15]2[C:16]([C:22](=[O:34])[C:23]3[CH:28]=[CH:27][CH:26]=[CH:25][C:24]=3[C:29]3[O:30][CH:31]=[CH:32][N:33]=3)=[N:17][CH:18]=[C:19]([Cl:21])[CH:20]=2)(=[O:9])=[O:10])=[CH:4][C:3]=1[C:35]([F:37])([F:38])[F:36].